Dataset: In vitro SARS-CoV-2 activity screen of 1,480 approved drugs from Prestwick library. Task: Binary Classification. Given a drug SMILES string, predict its activity (active/inactive) in a high-throughput screening assay against a specified biological target. (1) The result is 0 (inactive). The compound is CC(=O)O[C@]1(C(C)=O)CC[C@H]2[C@@H]3C=C(Cl)C4=CC(=O)[C@@H]5C[C@@H]5[C@]4(C)[C@H]3CC[C@@]21C. (2) The molecule is Cc1ncc(C[n+]2csc(CCO)c2C)c(N)n1.Cl.[Cl-]. The result is 0 (inactive). (3) The molecule is CC(C(=O)O)c1ccc(-c2ccccc2)c(F)c1. The result is 0 (inactive). (4) The molecule is C[C@@H]1CC[C@H]2[C@@H](C)[C@H](OC(=O)CCC(=O)O)O[C@@H]3O[C@@]4(C)CC[C@@H]1[C@@]23OO4. The result is 0 (inactive). (5) The compound is Nc1ccc(C(=O)O)c(O)c1. The result is 0 (inactive). (6) The molecule is COc1cc(C(=O)OCCCN2CCCN(CCCOC(=O)c3cc(OC)c(OC)c(OC)c3)CC2)cc(OC)c1OC.Cl.Cl. The result is 0 (inactive).